This data is from Peptide-MHC class II binding affinity with 134,281 pairs from IEDB. The task is: Regression. Given a peptide amino acid sequence and an MHC pseudo amino acid sequence, predict their binding affinity value. This is MHC class II binding data. The peptide sequence is SQDLELSWNLNGLQAY. The MHC is DRB1_0301 with pseudo-sequence DRB1_0301. The binding affinity (normalized) is 0.374.